Dataset: Catalyst prediction with 721,799 reactions and 888 catalyst types from USPTO. Task: Predict which catalyst facilitates the given reaction. (1) Reactant: [F:1][C:2]1[CH:23]=[CH:22][C:5]([CH2:6][N:7]2[C:11](=[O:12])[N:10]([C:13]3[S:17][C:16]([C:18](O)=[O:19])=[C:15]([CH3:21])[CH:14]=3)[CH:9]=[N:8]2)=[CH:4][CH:3]=1.ON1C2C=CC=CC=2N=N1.Cl.C(N=C=NCCCN(C)C)C.C(N(CC)C(C)C)(C)C.[NH2:55][CH2:56][C:57]1[CH:58]=[N:59][CH:60]=[CH:61][CH:62]=1. Product: [F:1][C:2]1[CH:23]=[CH:22][C:5]([CH2:6][N:7]2[C:11](=[O:12])[N:10]([C:13]3[S:17][C:16]([C:18]([NH:55][CH2:56][C:57]4[CH:58]=[N:59][CH:60]=[CH:61][CH:62]=4)=[O:19])=[C:15]([CH3:21])[CH:14]=3)[CH:9]=[N:8]2)=[CH:4][CH:3]=1. The catalyst class is: 42. (2) Reactant: Cl[C:2]1[CH:7]=[CH:6][C:5]([C:8]2[O:9][C:10]([C:13]3[C:14]([C:19]4[CH:24]=[CH:23][CH:22]=[CH:21][CH:20]=4)=[N:15][O:16][C:17]=3[CH3:18])=[N:11][N:12]=2)=[CH:4][N:3]=1.[NH:25]1[CH2:30][CH2:29][O:28][CH2:27][CH2:26]1. Product: [CH3:18][C:17]1[O:16][N:15]=[C:14]([C:19]2[CH:24]=[CH:23][CH:22]=[CH:21][CH:20]=2)[C:13]=1[C:10]1[O:9][C:8]([C:5]2[CH:6]=[CH:7][C:2]([N:25]3[CH2:30][CH2:29][O:28][CH2:27][CH2:26]3)=[N:3][CH:4]=2)=[N:12][N:11]=1. The catalyst class is: 148. (3) Reactant: C(OC([NH:11][C:12]1[C:13](=[O:27])[N:14]([CH2:19][C:20]([O:22][C:23]([CH3:26])([CH3:25])[CH3:24])=[O:21])[C:15]([CH3:18])=[CH:16][CH:17]=1)=O)C1C=CC=CC=1. Product: [NH2:11][C:12]1[C:13](=[O:27])[N:14]([CH2:19][C:20]([O:22][C:23]([CH3:26])([CH3:25])[CH3:24])=[O:21])[C:15]([CH3:18])=[CH:16][CH:17]=1. The catalyst class is: 40. (4) Reactant: [F:1][C:2]1[CH:7]=[C:6]([F:8])[CH:5]=[CH:4][C:3]=1[N:9]1[CH:13]=[N:12][CH:11]=[N:10]1.C([Li])CCC.[Cl:19]C(Cl)(Cl)C(Cl)(Cl)Cl. Product: [Cl:19][C:13]1[N:9]([C:3]2[CH:4]=[CH:5][C:6]([F:8])=[CH:7][C:2]=2[F:1])[N:10]=[CH:11][N:12]=1. The catalyst class is: 1. (5) Reactant: [OH:1][CH:2]([C:17]1[N:18]([C:31]2[CH:36]=[CH:35][CH:34]=[CH:33][CH:32]=2)[N:19]=[C:20]2[C:29]=1[C:28]1[CH:27]=[CH:26][CH:25]=[CH:24][C:23]=1[NH:22][C:21]2=[O:30])[CH2:3][CH:4]1[CH2:9][CH2:8][N:7](C(OC(C)(C)C)=O)[CH2:6][CH2:5]1.Cl.[OH-].[Na+]. Product: [OH:1][CH:2]([C:17]1[N:18]([C:31]2[CH:32]=[CH:33][CH:34]=[CH:35][CH:36]=2)[N:19]=[C:20]2[C:29]=1[C:28]1[CH:27]=[CH:26][CH:25]=[CH:24][C:23]=1[NH:22][C:21]2=[O:30])[CH2:3][CH:4]1[CH2:9][CH2:8][NH:7][CH2:6][CH2:5]1. The catalyst class is: 10.